From a dataset of Reaction yield outcomes from USPTO patents with 853,638 reactions. Predict the reaction yield, written as a fraction of the theoretical maximum amount of product (1.0 means a 100% yield; for example, 0.34 means a 34% yield). (1) The reactants are [CH2:1]([O:3][C:4]([C:6]1[S:10][C:9](Br)=[N:8][CH:7]=1)=[O:5])[CH3:2].C([O-])([O-])=O.[K+].[K+].[C:18]1([SH:24])[CH:23]=[CH:22][CH:21]=[CH:20][CH:19]=1. The catalyst is CCO. The product is [CH2:1]([O:3][C:4]([C:6]1[S:10][C:9]([S:24][C:18]2[CH:23]=[CH:22][CH:21]=[CH:20][CH:19]=2)=[N:8][CH:7]=1)=[O:5])[CH3:2]. The yield is 0.460. (2) The product is [C:6]([C:5]1[CH:8]=[CH:9][C:2](/[CH:13]=[CH:12]/[C:11]([O:15][CH3:16])=[O:14])=[C:3]([CH3:10])[CH:4]=1)#[N:7]. The reactants are Br[C:2]1[CH:9]=[CH:8][C:5]([C:6]#[N:7])=[CH:4][C:3]=1[CH3:10].[C:11]([O:15][CH3:16])(=[O:14])[CH:12]=[CH2:13].CC1C=CC=CC=1P(C1C=CC=CC=1C)C1C=CC=CC=1C.C(OCC)(=O)C. The yield is 0.210. The catalyst is C(N(CC)CC)C.C([O-])(=O)C.[Pd+2].C([O-])(=O)C. (3) The reactants are [CH3:1][C:2]1([C:7](OCC)=O)[CH2:6][CH2:5][CH2:4][CH2:3]1.[C:12](#[N:14])[CH3:13].[H-].[Na+].[OH-:17].[Na+].Cl.[NH2:20]O. No catalyst specified. The product is [CH3:1][C:2]1([C:7]2[CH:13]=[C:12]([NH2:14])[O:17][N:20]=2)[CH2:3][CH2:4][CH2:5][CH2:6]1. The yield is 0.700. (4) The reactants are CS(C)=O.C(Cl)(=O)C(Cl)=O.[CH3:11][O:12][CH2:13][C@@H:14]1[O:18][C:17]2([CH2:23][CH2:22][CH2:21][CH2:20][CH2:19]2)[O:16][C@H:15]1[CH2:24][OH:25].C(N(CC)CC)C. The catalyst is ClCl.C(Cl)Cl.O. The product is [CH3:11][O:12][CH2:13][C@@H:14]1[O:18][C:17]2([CH2:19][CH2:20][CH2:21][CH2:22][CH2:23]2)[O:16][C@H:15]1[CH:24]=[O:25]. The yield is 0.962. (5) No catalyst specified. The product is [Cl:28][C:29]1[CH:30]=[C:31]([CH:45]=[CH:46][C:47]=1[Cl:48])[CH2:32][N:33]([CH3:44])[C:34]([C:36]1[CH2:37][N:38]([CH2:43][CH2:6][NH:7][CH3:8])[C:39](=[O:42])[C:40]=1[OH:41])=[O:35]. The reactants are COC(=O)C(O)=C[C:6](=O)[N:7](CC1C=CC(Cl)=C(Cl)C=1)[CH3:8].C=O.CC(N)CN.[Cl:28][C:29]1[CH:30]=[C:31]([CH:45]=[CH:46][C:47]=1[Cl:48])[CH2:32][N:33]([CH3:44])[C:34]([C:36]1[CH2:37][N:38]([CH3:43])[C:39](=[O:42])[C:40]=1[OH:41])=[O:35]. The yield is 0.0400. (6) The reactants are [NH2:1][C:2]1[C:3]([O:17]C)=[C:4]([C:9]2[O:13][C:12]([C:14]([OH:16])=[O:15])=[CH:11][CH:10]=2)[CH:5]=[C:6]([CH3:8])[CH:7]=1.B(Br)(Br)[Br:20]. The catalyst is ClCCl. The product is [BrH:20].[NH2:1][C:2]1[C:3]([OH:17])=[C:4]([C:9]2[O:13][C:12]([C:14]([OH:16])=[O:15])=[CH:11][CH:10]=2)[CH:5]=[C:6]([CH3:8])[CH:7]=1. The yield is 0.547.